Predict the reactants needed to synthesize the given product. From a dataset of Retrosynthesis with 50K atom-mapped reactions and 10 reaction types from USPTO. (1) Given the product COc1ccc(C(=O)COC(=O)Cc2ccc(OCc3ccc4ccccc4n3)cc2)cc1Cl, predict the reactants needed to synthesize it. The reactants are: COc1ccc(C(=O)CBr)cc1Cl.O=C(O)Cc1ccc(OCc2ccc3ccccc3n2)cc1. (2) Given the product Cc1c(N2CCN(S(=O)(=O)c3ccccc3F)CC2)nc2cc(F)cc(F)c2c1Nc1cncc(N2CCOCC2)c1, predict the reactants needed to synthesize it. The reactants are: Cc1c(N2CCNCC2)nc2cc(F)cc(F)c2c1Nc1cncc(N2CCOCC2)c1.O=S(=O)(Cl)c1ccccc1F.